From a dataset of Catalyst prediction with 721,799 reactions and 888 catalyst types from USPTO. Predict which catalyst facilitates the given reaction. (1) Reactant: [CH2:1]([O:5][CH2:6][CH2:7][O:8][C:9]1[CH:14]=[CH:13][C:12]([C:15]2[CH:16]=[CH:17][C:18]3[N:24]([CH2:25][CH:26]([CH3:28])[CH3:27])[CH2:23][CH2:22][C:21]([C:29]([NH:31][C:32]4[CH:37]=[CH:36][C:35]([S:38][CH2:39][C:40]5[CH:41]=[N:42][CH:43]=[CH:44][CH:45]=5)=[C:34]([O:46][CH3:47])[CH:33]=4)=[O:30])=[CH:20][C:19]=3[CH:48]=2)=[CH:11][CH:10]=1)[CH2:2][CH2:3][CH3:4].ClC1C=CC=C(C(OO)=[O:57])C=1.S([O-])([O-])(=O)=S.[Na+].[Na+]. Product: [CH2:1]([O:5][CH2:6][CH2:7][O:8][C:9]1[CH:10]=[CH:11][C:12]([C:15]2[CH:16]=[CH:17][C:18]3[N:24]([CH2:25][CH:26]([CH3:27])[CH3:28])[CH2:23][CH2:22][C:21]([C:29]([NH:31][C:32]4[CH:37]=[CH:36][C:35]([S:38]([CH2:39][C:40]5[CH:41]=[N:42][CH:43]=[CH:44][CH:45]=5)=[O:57])=[C:34]([O:46][CH3:47])[CH:33]=4)=[O:30])=[CH:20][C:19]=3[CH:48]=2)=[CH:13][CH:14]=1)[CH2:2][CH2:3][CH3:4]. The catalyst class is: 2. (2) Reactant: [F:1][C:2]1[N:10]=[C:9]2[C:5]([NH:6][C:7]([CH2:11][C:12]3[CH:17]=[CH:16][C:15]([O:18][CH3:19])=[C:14]([O:20][CH3:21])[CH:13]=3)=[N:8]2)=[C:4]([NH2:22])[N:3]=1.C1C(=O)N([Cl:30])C(=O)C1. Product: [F:1][C:2]1[N:10]=[C:9]2[C:5]([NH:6][C:7]([CH2:11][C:12]3[CH:13]=[C:14]([O:20][CH3:21])[C:15]([O:18][CH3:19])=[CH:16][C:17]=3[Cl:30])=[N:8]2)=[C:4]([NH2:22])[N:3]=1. The catalyst class is: 3. (3) Reactant: [C:1](Cl)(=[O:6])[CH2:2][CH2:3][CH2:4][CH3:5].[Cl:8][CH2:9][CH2:10][CH2:11][NH:12][CH2:13][CH2:14][C:15]1[CH:20]=[CH:19][CH:18]=[CH:17][CH:16]=1.CCN(CC)CC. The catalyst class is: 4. Product: [Cl:8][CH2:9][CH2:10][CH2:11][N:12]([CH2:13][CH2:14][C:15]1[CH:16]=[CH:17][CH:18]=[CH:19][CH:20]=1)[C:1](=[O:6])[CH2:2][CH2:3][CH2:4][CH3:5]. (4) Product: [CH:1]1([N:4]2[CH2:10][CH2:9][CH2:8][C:7]3[CH:11]=[C:12]([NH2:15])[CH:13]=[CH:14][C:6]=3[CH2:5]2)[CH2:3][CH2:2]1. The catalyst class is: 19. Reactant: [CH:1]1([N:4]2[CH2:10][CH2:9][CH2:8][C:7]3[CH:11]=[C:12]([NH:15]C(=O)OCC4C=CC=CC=4)[CH:13]=[CH:14][C:6]=3[CH2:5]2)[CH2:3][CH2:2]1.